Dataset: Catalyst prediction with 721,799 reactions and 888 catalyst types from USPTO. Task: Predict which catalyst facilitates the given reaction. Reactant: [C:1]([O:5][C:6]([N:8]1[CH2:13][CH2:12][N:11]2[C:14]([C:28]3[CH:33]=[CH:32][CH:31]=[CH:30][CH:29]=3)=[N:15][C:16]([C:17]([NH:19][C@@H:20]([C:24]([CH3:27])([CH3:26])[CH3:25])[C:21]([OH:23])=[O:22])=[O:18])=[C:10]2[CH2:9]1)=[O:7])([CH3:4])([CH3:3])[CH3:2].CCN=C=NCCCN(C)C.C1C=CC2N(O)N=NC=2C=1.O/[N:56]=[C:57](\[NH2:59])/[CH3:58]. Product: [NH2:59]/[C:57](=[N:56]\[O:22][C:21](=[O:23])[C@@H:20]([NH:19][C:17]([C:16]1[N:15]=[C:14]([C:28]2[CH:29]=[CH:30][CH:31]=[CH:32][CH:33]=2)[N:11]2[CH2:12][CH2:13][N:8]([C:6]([O:5][C:1]([CH3:2])([CH3:3])[CH3:4])=[O:7])[CH2:9][C:10]=12)=[O:18])[C:24]([CH3:26])([CH3:27])[CH3:25])/[CH3:58]. The catalyst class is: 18.